From a dataset of Retrosynthesis with 50K atom-mapped reactions and 10 reaction types from USPTO. Predict the reactants needed to synthesize the given product. Given the product COc1ccc(COc2c(OC)cc(C=C(C(=O)OC(C)C)P(=O)(OC)OC)cc2OC)cc1, predict the reactants needed to synthesize it. The reactants are: COc1cc(C=C(C(=O)OC(C)C)P(=O)(OC)OC)cc(OC)c1O.COc1ccc(CCl)cc1.